Dataset: Forward reaction prediction with 1.9M reactions from USPTO patents (1976-2016). Task: Predict the product of the given reaction. (1) Given the reactants [Al+3].[Cl-].[Cl-].[Cl-].[N+:5]([CH2:8][CH2:9][C:10](Cl)=[O:11])([O-:7])=[O:6].C([C:21]1[CH:26]=[CH:25][CH:24]=[CH:23][CH:22]=1)CCCCCCC.Cl, predict the reaction product. The product is: [N+:5]([CH2:8][CH2:9][C:10]([C:21]1[CH:26]=[CH:25][CH:24]=[CH:23][CH:22]=1)=[O:11])([O-:7])=[O:6]. (2) Given the reactants Br[C:2]1[CH:8]=[CH:7][C:5]([OH:6])=[CH:4][C:3]=1[OH:9].[F:10][C:11]1[CH:16]=[CH:15][C:14]([O:17][CH3:18])=[CH:13][C:12]=1B(O)O.C(=O)([O-])[O-].[Na+].[Na+].O, predict the reaction product. The product is: [F:10][C:11]1[CH:16]=[CH:15][C:14]([O:17][CH3:18])=[CH:13][C:12]=1[C:2]1[C:3]([OH:9])=[CH:4][C:5]([OH:6])=[CH:7][CH:8]=1. (3) Given the reactants Cl.Cl.[O:3]1[C:8]2=[CH:9][CH:10]=[CH:11][C:7]2=[CH:6][C:5]([CH:12]2[CH2:17][CH2:16][CH2:15][CH2:14][N:13]2[CH2:18][CH2:19][C@H:20]2[CH2:25][CH2:24][C@H:23]([NH2:26])[CH2:22][CH2:21]2)=[CH:4]1.[OH:27][C@@H:28]([CH2:34][CH3:35])[CH2:29][C:30](OC)=[O:31], predict the reaction product. The product is: [O:3]1[C:8]2=[CH:9][CH:10]=[CH:11][C:7]2=[CH:6][C:5]([CH:12]2[CH2:17][CH2:16][CH2:15][CH2:14][N:13]2[CH2:18][CH2:19][C@H:20]2[CH2:21][CH2:22][C@H:23]([NH:26][C:30](=[O:31])[CH2:29][C@@H:28]([OH:27])[CH2:34][CH3:35])[CH2:24][CH2:25]2)=[CH:4]1. (4) Given the reactants Br[C:2]1[CH:11]=[CH:10][C:5]([O:6][CH2:7][CH2:8][OH:9])=[C:4]([C:12]([F:15])([F:14])[F:13])[CH:3]=1.[CH3:16][C:17]1([CH3:33])[C:21]([CH3:23])([CH3:22])[O:20][B:19]([B:19]2[O:20][C:21]([CH3:23])([CH3:22])[C:17]([CH3:33])([CH3:16])[O:18]2)[O:18]1.C([O-])(=O)C.[K+], predict the reaction product. The product is: [CH3:16][C:17]1([CH3:33])[C:21]([CH3:23])([CH3:22])[O:20][B:19]([C:2]2[CH:11]=[CH:10][C:5]([O:6][CH2:7][CH2:8][OH:9])=[C:4]([C:12]([F:15])([F:14])[F:13])[CH:3]=2)[O:18]1. (5) Given the reactants [CH3:1][C:2]1[C:7]([N+:8]([O-:10])=[O:9])=[CH:6][N:5]=[C:4]([NH:11][C:12]2[CH:17]=[CH:16][C:15]([CH2:18][CH2:19][OH:20])=[CH:14][CH:13]=2)[C:3]=1[N+:21]([O-])=O.C(N(CC)CC)C.C(O)=O, predict the reaction product. The product is: [NH2:21][C:3]1[C:4]([NH:11][C:12]2[CH:17]=[CH:16][C:15]([CH2:18][CH2:19][OH:20])=[CH:14][CH:13]=2)=[N:5][CH:6]=[C:7]([N+:8]([O-:10])=[O:9])[C:2]=1[CH3:1].